Dataset: Reaction yield outcomes from USPTO patents with 853,638 reactions. Task: Predict the reaction yield, written as a fraction of the theoretical maximum amount of product (1.0 means a 100% yield; for example, 0.34 means a 34% yield). (1) The reactants are [Cl:1][C:2]1[CH:7]=[C:6]([C:8]2[N:12]=[CH:11][N:10](/[CH:13]=[CH:14]\[C:15]([O:17]C(C)C)=[O:16])[N:9]=2)[CH:5]=[C:4]([O:21][CH:22]([CH3:24])[CH3:23])[N:3]=1.[Li+].[OH-].C(OCC)(=O)C. The catalyst is C1COCC1.O.CCCCCC. The product is [Cl:1][C:2]1[CH:7]=[C:6]([C:8]2[N:12]=[CH:11][N:10](/[CH:13]=[CH:14]\[C:15]([OH:17])=[O:16])[N:9]=2)[CH:5]=[C:4]([O:21][CH:22]([CH3:24])[CH3:23])[N:3]=1. The yield is 0.917. (2) The reactants are [Cl:1][C:2]1[CH:3]=[C:4]([CH:6]=[CH:7][CH:8]=1)[NH2:5].[Si:9]([O:16][CH:17]1[CH2:22][CH2:21][C:20](=O)[CH2:19][CH2:18]1)([C:12]([CH3:15])([CH3:14])[CH3:13])([CH3:11])[CH3:10].C(O[BH-](OC(=O)C)OC(=O)C)(=O)C.[Na+].C(O)(=O)C.C(=O)(O)[O-].[Na+]. The catalyst is ClCCCl.ClCCl. The product is [C:12]([Si:9]([CH3:11])([CH3:10])[O:16][C@H:17]1[CH2:22][CH2:21][C@H:20]([NH:5][C:4]2[CH:6]=[CH:7][CH:8]=[C:2]([Cl:1])[CH:3]=2)[CH2:19][CH2:18]1)([CH3:15])([CH3:14])[CH3:13]. The yield is 0.235. (3) The reactants are [Cl:1][C:2]1[C:3]([NH:24][C:25]2[N:35]=[C:34]3[C:28]([N:29]([CH3:42])[C:30](=[O:41])[CH2:31][CH2:32][N:33]3[CH:36]3[CH2:40][CH2:39][CH2:38][CH2:37]3)=[CH:27][N:26]=2)=[CH:4][C:5]([F:23])=[C:6]([CH:22]=1)[C:7]([NH:9][C@@H:10]1[CH2:14][CH2:13][N:12](C(OC(C)(C)C)=O)[CH2:11]1)=[O:8].Cl.C(O)(C(F)(F)F)=O. The catalyst is O1CCOCC1. The product is [Cl:1][C:2]1[C:3]([NH:24][C:25]2[N:35]=[C:34]3[C:28]([N:29]([CH3:42])[C:30](=[O:41])[CH2:31][CH2:32][N:33]3[CH:36]3[CH2:40][CH2:39][CH2:38][CH2:37]3)=[CH:27][N:26]=2)=[CH:4][C:5]([F:23])=[C:6]([CH:22]=1)[C:7]([NH:9][C@@H:10]1[CH2:14][CH2:13][NH:12][CH2:11]1)=[O:8]. The yield is 0.770. (4) The reactants are [H-].[Al+3].[Li+].[H-].[H-].[H-].[C:7]([N:15]1[CH2:19][CH2:18][CH2:17][C@H:16]1[CH2:20][F:21])(=O)[C:8]1[CH:13]=[CH:12][CH:11]=[CH:10][CH:9]=1.C(OCC)C.O. The catalyst is O1CCCC1. The product is [CH2:7]([N:15]1[CH2:19][CH2:18][CH2:17][C@H:16]1[CH2:20][F:21])[C:8]1[CH:13]=[CH:12][CH:11]=[CH:10][CH:9]=1. The yield is 0.440. (5) The reactants are [OH-:1].[Na+].[CH:3]1[C:16]2[C:15]3[CH:17]=[CH:18][CH:19]=[CH:20][C:14]=3[C:13]3[C:8]4=[N+:9]([CH2:21][CH2:22][CH2:23][N+:6]([C:7]=24)=[CH:5][CH:4]=1)[CH:10]=[CH:11][CH:12]=3.[OH2:24]. The catalyst is C(Cl)(Cl)Cl. The product is [CH:12]1[C:13]2[C:8]3=[C:7]4[C:16](=[C:15]5[CH:17]=[CH:18][CH:19]=[CH:20][C:14]5=2)[CH:3]=[CH:4][C:5](=[O:1])[N:6]4[CH2:23][CH2:22][CH2:21][N:9]3[C:10](=[O:24])[CH:11]=1. The yield is 0.780. (6) The reactants are C([N-]C(C)C)(C)C.[Li+].[CH3:9][O:10][C:11](=[O:21])[CH2:12][C:13]1[CH:18]=[CH:17][CH:16]=[C:15]([O:19][CH3:20])[CH:14]=1.I[CH2:23][CH:24]1[CH2:28][CH2:27][CH2:26][CH2:25]1. The catalyst is O1CCCC1.CN1CCCN(C)C1=O.CN1CCCN(C)C1=O. The product is [CH3:9][O:10][C:11](=[O:21])[CH:12]([C:13]1[CH:18]=[CH:17][CH:16]=[C:15]([O:19][CH3:20])[CH:14]=1)[CH2:23][CH:24]1[CH2:28][CH2:27][CH2:26][CH2:25]1. The yield is 0.891.